This data is from Forward reaction prediction with 1.9M reactions from USPTO patents (1976-2016). The task is: Predict the product of the given reaction. (1) Given the reactants [CH3:1][S:2]([C:5]1[CH:6]=[C:7]([C:11]2[S:15][C:14]([CH2:16][NH:17][S:18]([C:21]3[CH:26]=[CH:25][CH:24]=[CH:23][C:22]=3[C:27]([F:30])([F:29])[F:28])(=[O:20])=[O:19])=[CH:13][CH:12]=2)[CH:8]=[CH:9][CH:10]=1)(=[O:4])=[O:3].C(=O)([O-])[O-].[Cs+].[Cs+].Br[CH2:38][CH:39]1[O:43][CH2:42][CH2:41][O:40]1, predict the reaction product. The product is: [O:40]1[CH2:41][CH2:42][O:43][CH:39]1[CH2:38][N:17]([CH2:16][C:14]1[S:15][C:11]([C:7]2[CH:8]=[CH:9][CH:10]=[C:5]([S:2]([CH3:1])(=[O:3])=[O:4])[CH:6]=2)=[CH:12][CH:13]=1)[S:18]([C:21]1[CH:26]=[CH:25][CH:24]=[CH:23][C:22]=1[C:27]([F:30])([F:28])[F:29])(=[O:20])=[O:19]. (2) Given the reactants [CH3:1][N:2]1[CH:6]=[C:5]([C:7]([F:10])([F:9])[F:8])[C:4]([C:11]([OH:13])=O)=[N:3]1.O1CCCC1.C(Cl)(=O)C(Cl)=O.[NH2:25][C:26]1[CH:27]=[C:28]([CH:45]=[CH:46][CH:47]=1)[O:29][C:30]1[CH:31]=[CH:32][C:33]2[N:34]([N:36]=[C:37]([NH:39][C:40]([CH:42]3[CH2:44][CH2:43]3)=[O:41])[N:38]=2)[CH:35]=1, predict the reaction product. The product is: [CH:42]1([C:40]([NH:39][C:37]2[N:38]=[C:33]3[CH:32]=[CH:31][C:30]([O:29][C:28]4[CH:27]=[C:26]([NH:25][C:11]([C:4]5[C:5]([C:7]([F:10])([F:9])[F:8])=[CH:6][N:2]([CH3:1])[N:3]=5)=[O:13])[CH:47]=[CH:46][CH:45]=4)=[CH:35][N:34]3[N:36]=2)=[O:41])[CH2:43][CH2:44]1. (3) Given the reactants [Cl:1][C:2]1[N:3]=[CH:4][C:5]([NH2:8])=[N:6][CH:7]=1.Br[CH2:10][C:11]([C:13]1[CH:18]=[CH:17][C:16]([N:19]([CH3:21])[CH3:20])=[CH:15][CH:14]=1)=O.C([O-])(O)=O.[Na+], predict the reaction product. The product is: [Cl:1][C:2]1[N:3]=[CH:4][C:5]2[N:6]([CH:10]=[C:11]([C:13]3[CH:18]=[CH:17][C:16]([N:19]([CH3:21])[CH3:20])=[CH:15][CH:14]=3)[N:8]=2)[CH:7]=1. (4) Given the reactants [F:1][C:2]([F:13])([C:6]1[C:11]([CH3:12])=[CH:10][CH:9]=[CH:8][N:7]=1)[C:3]([OH:5])=O.P(Cl)(Cl)(Cl)=O.Cl.[NH2:20][CH2:21][C:22]1[CH:23]=[C:24]2[C:28](=[CH:29][CH:30]=1)[C:27](=[O:31])[N:26]([CH:32]1[CH2:37][CH2:36][C:35](=[O:38])[NH:34][C:33]1=[O:39])[CH2:25]2.C(=O)(O)[O-].[Na+], predict the reaction product. The product is: [O:39]=[C:33]1[CH:32]([N:26]2[CH2:25][C:24]3[C:28](=[CH:29][CH:30]=[C:22]([CH2:21][NH:20][C:3](=[O:5])[C:2]([F:1])([F:13])[C:6]4[C:11]([CH3:12])=[CH:10][CH:9]=[CH:8][N:7]=4)[CH:23]=3)[C:27]2=[O:31])[CH2:37][CH2:36][C:35](=[O:38])[NH:34]1. (5) Given the reactants C[O:2][C:3](=O)[CH:4]([NH2:18])[C:5]1[CH:10]=[CH:9][CH:8]=[C:7]([NH:11][CH:12]2[CH2:17][CH2:16][CH2:15][CH2:14][CH2:13]2)[CH:6]=1.[Cl-].[Li+].[BH4-].[Na+].CCO, predict the reaction product. The product is: [NH2:18][CH:4]([C:5]1[CH:10]=[CH:9][CH:8]=[C:7]([NH:11][CH:12]2[CH2:17][CH2:16][CH2:15][CH2:14][CH2:13]2)[CH:6]=1)[CH2:3][OH:2]. (6) Given the reactants Br[C:2]1[C:3]([N:7]2[C:15]3[CH:14]=[CH:13][C:12]([Cl:16])=[CH:11][C:10]=3[C:9]3[CH2:17][N:18]([CH3:21])[CH2:19][CH2:20][C:8]2=3)=[CH:4][S:5][CH:6]=1.N1C=CC(B(O)O)=CC=1.[O-]P([O-])([O-])=O.[K+].[K+].[K+], predict the reaction product. The product is: [Cl:16][C:12]1[CH:13]=[CH:14][C:15]2[N:7]([C:3]3[CH:2]=[CH:6][S:5][CH:4]=3)[C:8]3[CH2:20][CH2:19][N:18]([CH3:21])[CH2:17][C:9]=3[C:10]=2[CH:11]=1. (7) The product is: [NH2:12][C:8]1[CH:7]=[CH:6][C:5]([CH2:20][N:21]2[CH2:22][CH2:23][CH2:24][CH2:25]2)=[C:4]2[C:9]=1[C:10](=[O:11])[N:2]([CH3:1])[CH2:3]2. Given the reactants [CH3:1][N:2]1[C:10](=[O:11])[C:9]2[C:4](=[C:5]([CH2:20][N:21]3[CH2:25][CH2:24][CH2:23][CH2:22]3)[CH:6]=[CH:7][C:8]=2[NH:12]C(=O)OC(C)(C)C)[CH2:3]1.C(O)(C(F)(F)F)=O, predict the reaction product. (8) Given the reactants [CH3:1][N:2]1[C:14]2[C:13](=[O:15])[C:12]3[CH:11]=[C:10]([N+:16]([O-])=O)[CH:9]=[CH:8][C:7]=3[NH:6][C:5]=2[CH:4]=[N:3]1.P(Cl)(Cl)(Cl)=O, predict the reaction product. The product is: [NH:16]([C:10]1[CH:9]=[CH:8][C:7]2[NH:6][C:5]3[CH:4]=[N:3][N:2]([CH3:1])[C:14]=3[C:13](=[O:15])[C:12]=2[CH:11]=1)[C:7]1[CH:8]=[CH:9][CH:10]=[CH:11][CH:12]=1. (9) Given the reactants Br[C:2]1[CH:7]=[CH:6][CH:5]=[C:4]([Br:8])[N:3]=1.[OH:9][CH:10]1[CH2:14][CH2:13][NH:12][CH2:11]1.C1CCN2C(=NCCC2)CC1, predict the reaction product. The product is: [Br:8][C:4]1[CH:5]=[CH:6][CH:7]=[C:2]([N:12]2[CH2:13][CH2:14][CH:10]([OH:9])[CH2:11]2)[N:3]=1.